Dataset: NCI-60 drug combinations with 297,098 pairs across 59 cell lines. Task: Regression. Given two drug SMILES strings and cell line genomic features, predict the synergy score measuring deviation from expected non-interaction effect. (1) Drug 1: CC1CCC2CC(C(=CC=CC=CC(CC(C(=O)C(C(C(=CC(C(=O)CC(OC(=O)C3CCCCN3C(=O)C(=O)C1(O2)O)C(C)CC4CCC(C(C4)OC)OP(=O)(C)C)C)C)O)OC)C)C)C)OC. Drug 2: CC(C)(C#N)C1=CC=C(C=C1)N2C3=C4C=C(C=CC4=NC=C3N(C2=O)C)C5=CC6=CC=CC=C6N=C5. Cell line: SK-OV-3. Synergy scores: CSS=72.8, Synergy_ZIP=16.1, Synergy_Bliss=15.7, Synergy_Loewe=21.9, Synergy_HSA=22.9. (2) Drug 1: C1C(C(OC1N2C=C(C(=O)NC2=O)F)CO)O. Drug 2: CC1CCCC2(C(O2)CC(NC(=O)CC(C(C(=O)C(C1O)C)(C)C)O)C(=CC3=CSC(=N3)C)C)C. Cell line: SNB-75. Synergy scores: CSS=30.7, Synergy_ZIP=-1.13, Synergy_Bliss=-1.77, Synergy_Loewe=-8.84, Synergy_HSA=-0.907. (3) Drug 1: C1=CC(=CC=C1C#N)C(C2=CC=C(C=C2)C#N)N3C=NC=N3. Drug 2: CCCCCOC(=O)NC1=NC(=O)N(C=C1F)C2C(C(C(O2)C)O)O. Cell line: EKVX. Synergy scores: CSS=-0.930, Synergy_ZIP=-0.590, Synergy_Bliss=-2.74, Synergy_Loewe=-6.57, Synergy_HSA=-4.48. (4) Drug 1: C1CC(CNC1)C2=CC=C(C=C2)N3C=C4C=CC=C(C4=N3)C(=O)N. Drug 2: CNC(=O)C1=NC=CC(=C1)OC2=CC=C(C=C2)NC(=O)NC3=CC(=C(C=C3)Cl)C(F)(F)F. Cell line: UACC62. Synergy scores: CSS=48.9, Synergy_ZIP=1.02, Synergy_Bliss=2.25, Synergy_Loewe=0.578, Synergy_HSA=4.55. (5) Drug 1: COC1=CC(=CC(=C1O)OC)C2C3C(COC3=O)C(C4=CC5=C(C=C24)OCO5)OC6C(C(C7C(O6)COC(O7)C8=CC=CS8)O)O. Drug 2: C1=CC(=CC=C1CCCC(=O)O)N(CCCl)CCCl. Cell line: TK-10. Synergy scores: CSS=33.0, Synergy_ZIP=-7.32, Synergy_Bliss=5.30, Synergy_Loewe=6.88, Synergy_HSA=9.81.